Predict the reactants needed to synthesize the given product. From a dataset of Full USPTO retrosynthesis dataset with 1.9M reactions from patents (1976-2016). Given the product [N:37]1[CH:36]=[CH:35][N:32]2[CH:33]=[CH:34][C:29]([CH2:28][NH:27][C:25]([C:23]3[S:24][C:20]([C:39]4[CH:45]=[CH:44][CH:42]=[CH:41][CH:40]=4)=[CH:21][CH:22]=3)=[O:26])=[CH:30][C:31]=12, predict the reactants needed to synthesize it. The reactants are: C(N1C=C(B2OC(C)(C)C(C)(C)O2)C=N1)C(C)C.Br[C:20]1[S:24][C:23]([C:25]([NH:27][CH2:28][C:29]2[CH:34]=[CH:33][N:32]3[CH:35]=[CH:36][N:37]=[C:31]3[CH:30]=2)=[O:26])=[CH:22][CH:21]=1.Br[C:39]1[CH:45]=[CH:44][C:42](N)=[CH:41][CH:40]=1.